Dataset: Full USPTO retrosynthesis dataset with 1.9M reactions from patents (1976-2016). Task: Predict the reactants needed to synthesize the given product. (1) Given the product [ClH:23].[ClH:23].[CH3:21][C:18]1[CH:19]=[CH:20][C:15]([NH:14][C@H:11]2[CH2:12][CH2:13][C@H:8]([NH2:7])[CH2:9][CH2:10]2)=[N:16][CH:17]=1, predict the reactants needed to synthesize it. The reactants are: C(OC(=O)[NH:7][C@H:8]1[CH2:13][CH2:12][C@H:11]([NH:14][C:15]2[CH:20]=[CH:19][C:18]([CH3:21])=[CH:17][N:16]=2)[CH2:10][CH2:9]1)(C)(C)C.[ClH:23]. (2) Given the product [C:1]1([CH2:7][C:8]([NH:10][C@@H:11]2[C:35](=[O:36])[N:13]3[C:14]([C:19]([O:21][CH:22]([C:23]4[CH:24]=[CH:25][CH:26]=[CH:27][CH:28]=4)[C:29]4[CH:34]=[CH:33][CH:32]=[CH:31][CH:30]=4)=[O:20])=[C:15]([O:18][S:38]([CH3:37])(=[O:40])=[O:39])[CH2:16][S:17][C@H:12]23)=[O:9])[CH:6]=[CH:5][CH:4]=[CH:3][CH:2]=1, predict the reactants needed to synthesize it. The reactants are: [C:1]1([CH2:7][C:8]([NH:10][C@@H:11]2[C:35](=[O:36])[N:13]3[C:14]([C:19]([O:21][CH:22]([C:29]4[CH:34]=[CH:33][CH:32]=[CH:31][CH:30]=4)[C:23]4[CH:28]=[CH:27][CH:26]=[CH:25][CH:24]=4)=[O:20])=[C:15]([OH:18])[CH2:16][S:17][C@H:12]23)=[O:9])[CH:6]=[CH:5][CH:4]=[CH:3][CH:2]=1.[CH3:37][S:38](Cl)(=[O:40])=[O:39].C(N(C(C)C)C(C)C)C.O.